This data is from Reaction yield outcomes from USPTO patents with 853,638 reactions. The task is: Predict the reaction yield, written as a fraction of the theoretical maximum amount of product (1.0 means a 100% yield; for example, 0.34 means a 34% yield). (1) The reactants are Br[C:2]1[CH:3]=[C:4]([CH3:9])[CH:5]=[C:6]([CH3:8])[CH:7]=1.[NH2:10][CH2:11][CH2:12][CH2:13][CH2:14][OH:15]. No catalyst specified. The product is [CH3:8][C:6]1[CH:7]=[C:2]([NH:10][CH2:11][CH2:12][CH2:13][CH2:14][OH:15])[CH:3]=[C:4]([CH3:9])[CH:5]=1. The yield is 0.900. (2) The reactants are [Cl:1][CH2:2][CH2:3][CH2:4][CH2:5][CH2:6][CH2:7][CH2:8][CH2:9][CH2:10][CH2:11][C:12]#[C:13][CH:14](OCC)[O:15]CC.O. The catalyst is C1(C)C=CC(S(O)(=O)=O)=CC=1.O1CCCC1. The product is [Cl:1][CH2:2][CH2:3][CH2:4][CH2:5][CH2:6][CH2:7][CH2:8][CH2:9][CH2:10][CH2:11][C:12]#[C:13][CH:14]=[O:15]. The yield is 0.868. (3) The reactants are Cl.N1C=CC=CC=1.[C:8]([C:10]1[S:11][C:12]2[CH:18]=[C:17]([O:19]C)[CH:16]=[CH:15][C:13]=2[N:14]=1)#[N:9]. The catalyst is Cl. The product is [C:8]([C:10]1[S:11][C:12]2[CH:18]=[C:17]([OH:19])[CH:16]=[CH:15][C:13]=2[N:14]=1)#[N:9]. The yield is 0.990. (4) The reactants are [H-].[Na+].[C:3]([C:5]1[CH:6]=[CH:7][C:8]([NH:11][CH2:12][CH2:13][CH2:14][O:15][C:16]2[CH:17]=[C:18]3[C:22](=[CH:23][CH:24]=2)[C@H:21]([CH2:25][C:26]([O:28][CH2:29][CH3:30])=[O:27])[CH2:20][CH2:19]3)=[N:9][CH:10]=1)#[N:4].[CH2:31](I)[CH2:32][CH3:33]. The catalyst is CN(C=O)C. The product is [C:3]([C:5]1[CH:6]=[CH:7][C:8]([N:11]([CH2:31][CH2:32][CH3:33])[CH2:12][CH2:13][CH2:14][O:15][C:16]2[CH:17]=[C:18]3[C:22](=[CH:23][CH:24]=2)[C@H:21]([CH2:25][C:26]([O:28][CH2:29][CH3:30])=[O:27])[CH2:20][CH2:19]3)=[N:9][CH:10]=1)#[N:4]. The yield is 0.990. (5) The reactants are [CH3:1][O:2][CH:3]1[CH2:21][C:6]2[NH:7][C:8]([C:10]3[C:11]([CH3:20])=[CH:12][C:13]([CH3:19])=[C:14]([CH:18]=3)[C:15](O)=[O:16])=[N:9][C:5]=2[CH2:4]1.Cl.[NH:23]1[CH2:28][CH2:27][CH:26]([C:29]2[CH:36]=[CH:35][C:32]([C:33]#[N:34])=[CH:31][CH:30]=2)[CH2:25][CH2:24]1.CCN=C=NCCCN(C)C.Cl. The catalyst is CN(C)C=O.CN(C)C1C=CN=CC=1.C(OCC)(=O)C. The product is [CH3:1][O:2][CH:3]1[CH2:4][C:5]2[NH:9][C:8]([C:10]3[C:11]([CH3:20])=[CH:12][C:13]([CH3:19])=[C:14]([CH:18]=3)[C:15]([N:23]3[CH2:28][CH2:27][CH:26]([C:29]4[CH:36]=[CH:35][C:32]([C:33]#[N:34])=[CH:31][CH:30]=4)[CH2:25][CH2:24]3)=[O:16])=[N:7][C:6]=2[CH2:21]1. The yield is 0.110. (6) The yield is 1.00. The reactants are [NH2:1][C:2]1[C:7]([S:8](Cl)(=[O:10])=[O:9])=[CH:6][C:5]([CH3:12])=[CH:4][N:3]=1.[OH-].[NH4+:14]. No catalyst specified. The product is [NH2:1][C:2]1[C:7]([S:8]([NH2:14])(=[O:10])=[O:9])=[CH:6][C:5]([CH3:12])=[CH:4][N:3]=1. (7) The reactants are [N+:1]([C:4]1[CH:5]=[C:6]([C:16]2[CH:21]=[CH:20][N:19]=[CH:18][CH:17]=2)[C:7]([C:11]2[S:12][CH:13]=[CH:14][CH:15]=2)=[N:8][C:9]=1[NH2:10])([O-])=O. The catalyst is [Pd].C(O)C. The product is [S:12]1[CH:13]=[CH:14][CH:15]=[C:11]1[C:7]1[C:6]([C:16]2[CH:21]=[CH:20][N:19]=[CH:18][CH:17]=2)=[CH:5][C:4]([NH2:1])=[C:9]([NH2:10])[N:8]=1. The yield is 0.570. (8) The reactants are [N:1]1[CH:6]=[CH:5][C:4]([C:7]2[N:8]=[C:9]([C:12]3([CH2:18][NH2:19])[CH2:17][CH2:16][O:15][CH2:14][CH2:13]3)[S:10][CH:11]=2)=[CH:3][CH:2]=1.[F:20][C:21]([F:37])([F:36])[C:22]1[O:26][N:25]=[C:24]([C:27]2[CH:28]=[C:29]([CH:33]=[CH:34][CH:35]=2)[C:30](O)=[O:31])[N:23]=1. No catalyst specified. The product is [N:1]1[CH:6]=[CH:5][C:4]([C:7]2[N:8]=[C:9]([C:12]3([CH2:18][NH:19][C:30](=[O:31])[C:29]4[CH:33]=[CH:34][CH:35]=[C:27]([C:24]5[N:23]=[C:22]([C:21]([F:37])([F:36])[F:20])[O:26][N:25]=5)[CH:28]=4)[CH2:13][CH2:14][O:15][CH2:16][CH2:17]3)[S:10][CH:11]=2)=[CH:3][CH:2]=1. The yield is 0.380. (9) The reactants are [CH3:1][C@:2]12[C@@:19]3([CH3:20])[C@@H:10]([C@:11]4([CH3:32])[C@@H:16]([CH2:17][CH2:18]3)[C:15]([CH3:22])([CH3:21])[C:14]([C:23]3[CH:31]=[CH:30][C:26]([C:27]([OH:29])=[O:28])=[CH:25][CH:24]=3)=[CH:13][CH2:12]4)[CH2:9][CH2:8][C@@H:7]1[C@H:6]1[C@H:33]([C:36]([CH3:38])=[CH2:37])[CH2:34][CH2:35][C@:5]1([NH:39][CH2:40][CH2:41][NH:42][C:43]1[N:44]=N[C:46]([CH3:49])=[CH:47][CH:48]=1)[CH2:4][CH2:3]2.BrC1C=C[C:54]([S:57]C)=CN=1.C(O)(C(F)(F)F)=O. No catalyst specified. The product is [CH3:1][C@:2]12[C@@:19]3([CH3:20])[C@@H:10]([C@:11]4([CH3:32])[C@@H:16]([CH2:17][CH2:18]3)[C:15]([CH3:21])([CH3:22])[C:14]([C:23]3[CH:31]=[CH:30][C:26]([C:27]([OH:29])=[O:28])=[CH:25][CH:24]=3)=[CH:13][CH2:12]4)[CH2:9][CH2:8][C@@H:7]1[C@H:6]1[C@H:33]([C:36]([CH3:38])=[CH2:37])[CH2:34][CH2:35][C@:5]1([NH:39][CH2:40][CH2:41][NH:42][C:43]1[CH:48]=[CH:47][C:46]([S:57][CH3:54])=[CH:49][N:44]=1)[CH2:4][CH2:3]2. The yield is 0.0590.